From a dataset of Forward reaction prediction with 1.9M reactions from USPTO patents (1976-2016). Predict the product of the given reaction. Given the reactants COC1C=C(OC)C=CC=1C[N:6]1[C:11](=[O:12])[C:10]([C:13]([OH:15])=[O:14])=[CH:9][C:8]2[CH2:16][CH2:17][CH2:18][C:19]3[CH:24]=[C:23]([N:25]([CH3:27])[CH3:26])[CH:22]=[CH:21][C:20]=3[C:7]1=2.[SiH](C(C)C)(C(C)C)C(C)C.C(O)(C(F)(F)F)=O, predict the reaction product. The product is: [CH3:26][N:25]([CH3:27])[C:23]1[CH:22]=[CH:21][C:20]2[C:7]3[NH:6][C:11](=[O:12])[C:10]([C:13]([OH:15])=[O:14])=[CH:9][C:8]=3[CH2:16][CH2:17][CH2:18][C:19]=2[CH:24]=1.